This data is from Peptide-MHC class I binding affinity with 185,985 pairs from IEDB/IMGT. The task is: Regression. Given a peptide amino acid sequence and an MHC pseudo amino acid sequence, predict their binding affinity value. This is MHC class I binding data. (1) The peptide sequence is DWMDRIEEF. The MHC is HLA-A29:02 with pseudo-sequence HLA-A29:02. The binding affinity (normalized) is 0.0847. (2) The MHC is HLA-B27:05 with pseudo-sequence HLA-B27:05. The binding affinity (normalized) is 0.0847. The peptide sequence is GLAEKPNDY. (3) The peptide sequence is MTENVEEDL. The MHC is HLA-A02:01 with pseudo-sequence HLA-A02:01. The binding affinity (normalized) is 0.0753. (4) The peptide sequence is YPDPVIKV. The MHC is HLA-A02:01 with pseudo-sequence HLA-A02:01. The binding affinity (normalized) is 0.213. (5) The peptide sequence is MSRKLHRYI. The MHC is HLA-A02:11 with pseudo-sequence HLA-A02:11. The binding affinity (normalized) is 0.0847. (6) The peptide sequence is LPQAKKDFF. The MHC is HLA-B07:02 with pseudo-sequence HLA-B07:02. The binding affinity (normalized) is 0.329. (7) The peptide sequence is ETTEANAGQ. The MHC is HLA-A29:02 with pseudo-sequence HLA-A29:02. The binding affinity (normalized) is 0.0847.